This data is from Reaction yield outcomes from USPTO patents with 853,638 reactions. The task is: Predict the reaction yield, written as a fraction of the theoretical maximum amount of product (1.0 means a 100% yield; for example, 0.34 means a 34% yield). (1) The reactants are [C:1]([C:4]1[CH:9]=[CH:8][CH:7]=[CH:6][N:5]=1)(=O)[CH3:2].[NH2:10][C:11]1[CH:16]=[C:15]([N+:17]([O-:19])=[O:18])[CH:14]=[CH:13][C:12]=1[OH:20]. No catalyst specified. The product is [N:5]1[CH:6]=[CH:7][CH:8]=[CH:9][C:4]=1[CH2:1][CH2:2][N:10]=[C:11]1[CH:16]=[C:15]([N+:17]([O-:19])=[O:18])[CH:14]=[CH:13][CH:12]1[OH:20]. The yield is 0.300. (2) The reactants are [Br:1][C:2]1[CH:9]=[CH:8][C:5]([C:6]#[N:7])=[C:4]([F:10])[C:3]=1[CH3:11].C(O)(C(F)(F)F)=[O:13].S(=O)(=O)(O)O. The catalyst is O. The product is [Br:1][C:2]1[CH:9]=[CH:8][C:5]([C:6]([NH2:7])=[O:13])=[C:4]([F:10])[C:3]=1[CH3:11]. The yield is 0.940. (3) The reactants are Br[C:2]1[CH:3]=[C:4]([C:9]([NH:12][C:13](=[O:23])[O:14][CH:15]2[CH:20]3[CH2:21][CH2:22][N:17]([CH2:18][CH2:19]3)[CH2:16]2)([CH3:11])[CH3:10])[CH:5]=[CH:6][C:7]=1[F:8]. The catalyst is C([O-])(=O)C.[Pd+2].C([O-])(=O)C. The product is [F:8][C:7]1[CH:6]=[CH:5][C:4]([C:2]2[C:7]([F:8])=[CH:6][CH:5]=[C:4]([C:9]([NH:12][C:13](=[O:23])[O:14][CH:15]3[CH:20]4[CH2:21][CH2:22][N:17]([CH2:18][CH2:19]4)[CH2:16]3)([CH3:11])[CH3:10])[CH:3]=2)=[CH:3][CH:2]=1. The yield is 0.560. (4) The reactants are [CH:1]1([S:4]([C:7]2[CH:12]=[CH:11][C:10](/[C:13](=[CH:32]\[CH:33]3[CH2:38][CH2:37][O:36][CH2:35][CH2:34]3)/[C:14](=O)[CH2:15][CH2:16][C:17]([C:19]3[CH:24]=[CH:23][C:22]([CH:25]([OH:30])[C:26]([OH:29])([CH3:28])[CH3:27])=[CH:21][N:20]=3)=O)=[CH:9][CH:8]=2)(=[O:6])=[O:5])[CH2:3][CH2:2]1.C([O-])(=O)C.[NH4+:43].C(O)(=O)C.[OH-].[Na+]. The catalyst is O. The product is [CH:1]1([S:4]([C:7]2[CH:12]=[CH:11][C:10](/[C:13](/[C:14]3[NH:43][C:17]([C:19]4[N:20]=[CH:21][C:22]([CH:25]([OH:30])[C:26]([CH3:27])([OH:29])[CH3:28])=[CH:23][CH:24]=4)=[CH:16][CH:15]=3)=[CH:32]\[CH:33]3[CH2:38][CH2:37][O:36][CH2:35][CH2:34]3)=[CH:9][CH:8]=2)(=[O:6])=[O:5])[CH2:2][CH2:3]1. The yield is 0.730. (5) The reactants are [Cl:1][C:2]1[CH:3]=[C:4]([CH:7]=[CH:8][CH:9]=1)[C:5]#[N:6].[CH2:10]([OH:12])[CH3:11]. No catalyst specified. The product is [ClH:1].[Cl:1][C:2]1[CH:3]=[C:4]([CH:7]=[CH:8][CH:9]=1)[C:5](=[NH:6])[O:12][CH2:10][CH3:11]. The yield is 1.00.